From a dataset of Reaction yield outcomes from USPTO patents with 853,638 reactions. Predict the reaction yield, written as a fraction of the theoretical maximum amount of product (1.0 means a 100% yield; for example, 0.34 means a 34% yield). (1) The reactants are C[O:2][C:3]([C:5]1[CH:15]=[CH:14][C:8]2[O:9][C:10]([F:13])([F:12])[O:11][C:7]=2[CH:6]=1)=O.[H-].[Al+3].[Li+].[H-].[H-].[H-].O.[OH-].[Na+]. The catalyst is O1CCCC1. The product is [F:13][C:10]1([F:12])[O:9][C:8]2[CH:14]=[CH:15][C:5]([CH2:3][OH:2])=[CH:6][C:7]=2[O:11]1. The yield is 0.760. (2) The reactants are [CH3:1][O:2][C:3]1[CH:8]=[CH:7][C:6]([C:9](=[O:11])[CH3:10])=[CH:5][CH:4]=1.[CH3:12][N:13]([CH:15](OC)OC)[CH3:14]. No catalyst specified. The product is [CH3:12][N:13]([CH3:15])/[CH:14]=[CH:10]/[C:9]([C:6]1[CH:7]=[CH:8][C:3]([O:2][CH3:1])=[CH:4][CH:5]=1)=[O:11]. The yield is 0.880.